Dataset: Reaction yield outcomes from USPTO patents with 853,638 reactions. Task: Predict the reaction yield, written as a fraction of the theoretical maximum amount of product (1.0 means a 100% yield; for example, 0.34 means a 34% yield). (1) The reactants are [CH3:1][O:2][C:3]([C:5]1[C:6]([NH2:15])=[C:7](Br)[CH:8]=[C:9]2[C:13]=1[NH:12][N:11]=[CH:10]2)=[O:4].[CH3:16][Si:17]([C:20]#[CH:21])([CH3:19])[CH3:18].C(NCC)C. The catalyst is CN(C)C=O.Cl[Pd](Cl)([P](C1C=CC=CC=1)(C1C=CC=CC=1)C1C=CC=CC=1)[P](C1C=CC=CC=1)(C1C=CC=CC=1)C1C=CC=CC=1.[Cu](I)I. The product is [CH3:1][O:2][C:3]([C:5]1[C:6]([NH2:15])=[C:7]([C:21]#[C:20][Si:17]([CH3:19])([CH3:18])[CH3:16])[CH:8]=[C:9]2[C:13]=1[NH:12][N:11]=[CH:10]2)=[O:4]. The yield is 0.610. (2) The reactants are [N:1]1[C:8]([Cl:9])=[N:7][C:5](Cl)=[N:4][C:2]=1[Cl:3].[CH3:10][CH:11]1[CH2:16][O:15][CH2:14][CH:13]([CH3:17])[NH:12]1. No catalyst specified. The product is [Cl:9][C:8]1[N:1]=[C:2]([Cl:3])[N:4]=[C:5]([N:12]2[CH:13]([CH3:17])[CH2:14][O:15][CH2:16][CH:11]2[CH3:10])[N:7]=1. The yield is 0.350. (3) The reactants are Br[C:2]1[CH:3]=[C:4]2[C:9](=[CH:10][CH:11]=1)[N:8]=[CH:7][C:6]([C:12](=[O:15])[CH2:13][CH3:14])=[C:5]2[NH:16][C:17]1[CH:18]=[CH:19][C:20]([N:23]2[CH2:27][CH2:26][CH:25]([NH:28]C(=O)OC(C)(C)C)[CH2:24]2)=[N:21][CH:22]=1.[Cl:36][C:37]1[CH:42]=[C:41](B2OC(C)(C)C(C)(C)O2)[CH:40]=[C:39]([Cl:52])[C:38]=1[OH:53]. No catalyst specified. The product is [NH2:28][CH:25]1[CH2:26][CH2:27][N:23]([C:20]2[N:21]=[CH:22][C:17]([NH:16][C:5]3[C:4]4[C:9](=[CH:10][CH:11]=[C:2]([C:41]5[CH:42]=[C:37]([Cl:36])[C:38]([OH:53])=[C:39]([Cl:52])[CH:40]=5)[CH:3]=4)[N:8]=[CH:7][C:6]=3[C:12](=[O:15])[CH2:13][CH3:14])=[CH:18][CH:19]=2)[CH2:24]1. The yield is 0.0900. (4) The reactants are [CH3:1][CH:2]1[NH:7][CH2:6][CH:5]([NH:8][C:9](=[O:15])[O:10][C:11]([CH3:14])([CH3:13])[CH3:12])[CH2:4][CH2:3]1.Cl[C:17]1[CH:22]=[CH:21][N:20]=[CH:19][C:18]=1[N+:23]([O-:25])=[O:24].CCN(C(C)C)C(C)C. The catalyst is CC(O)C. The product is [CH3:1][CH:2]1[N:7]([C:17]2[CH:22]=[CH:21][N:20]=[CH:19][C:18]=2[N+:23]([O-:25])=[O:24])[CH2:6][CH:5]([NH:8][C:9](=[O:15])[O:10][C:11]([CH3:14])([CH3:13])[CH3:12])[CH2:4][CH2:3]1. The yield is 0.540. (5) The reactants are [C:1]([O:5][C:6]([NH:8][CH:9]([CH2:13][CH2:14][C:15]([N:17]1[CH2:21][CH2:20][CH2:19][C@H:18]1[CH2:22][O:23][CH3:24])=[O:16])[C:10]([OH:12])=O)=[O:7])([CH3:4])([CH3:3])[CH3:2].[NH:25]1[CH2:32][CH2:31][CH2:30][C@H:26]1[C:27]([NH2:29])=[O:28].C1C=C2N=NN(O)C2=CC=1.O.C(Cl)CCl. The catalyst is C(Cl)Cl. The product is [C:27]([C@@H:26]1[CH2:30][CH2:31][CH2:32][N:25]1[C:10](=[O:12])[CH:9]([NH:8][C:6](=[O:7])[O:5][C:1]([CH3:2])([CH3:3])[CH3:4])[CH2:13][CH2:14][C:15]([N:17]1[CH2:21][CH2:20][CH2:19][C@H:18]1[CH2:22][O:23][CH3:24])=[O:16])(=[O:28])[NH2:29]. The yield is 0.810. (6) The product is [F:13][C:14]1[CH:15]=[CH:16][C:17]([O:18][CH2:19][CH2:20][N:25]2[C:26](=[O:33])[C:27]3[C:32](=[CH:31][CH:30]=[CH:29][CH:28]=3)[C:24]2=[O:34])=[CH:22][CH:23]=1. The yield is 0.510. The reactants are N(C(OCC)=O)=NC(OCC)=O.[F:13][C:14]1[CH:23]=[CH:22][C:17]([O:18][CH2:19][CH2:20]O)=[CH:16][CH:15]=1.[C:24]1(=[O:34])[C:32]2[C:27](=[CH:28][CH:29]=[CH:30][CH:31]=2)[C:26](=[O:33])[NH:25]1.C1(P(C2C=CC=CC=2)C2C=CC=CC=2)C=CC=CC=1. The catalyst is O1CCCC1. (7) The reactants are [CH2:1]([O:3][C:4](=[O:28])[C:5]([O:8][C:9]1[CH:14]=[CH:13][C:12]([Br:15])=[CH:11][C:10]=1/[CH:16]=[C:17]1\[C:18](=[O:27])[NH:19][C:20]2[C:25]\1=[CH:24][CH:23]=[C:22]([Cl:26])[CH:21]=2)([CH3:7])[CH3:6])[CH3:2].[C:29]([O:33][C:34](O[C:34]([O:33][C:29]([CH3:32])([CH3:31])[CH3:30])=[O:35])=[O:35])([CH3:32])([CH3:31])[CH3:30]. The catalyst is ClCCl.CN(C)C1C=CN=CC=1. The product is [C:29]([O:33][C:34]([N:19]1[C:20]2[C:25](=[CH:24][CH:23]=[C:22]([Cl:26])[CH:21]=2)[C:17](=[CH:16][C:10]2[CH:11]=[C:12]([Br:15])[CH:13]=[CH:14][C:9]=2[O:8][C:5]([C:4]([O:3][CH2:1][CH3:2])=[O:28])([CH3:7])[CH3:6])[C:18]1=[O:27])=[O:35])([CH3:32])([CH3:31])[CH3:30]. The yield is 0.880.